From a dataset of Reaction yield outcomes from USPTO patents with 853,638 reactions. Predict the reaction yield, written as a fraction of the theoretical maximum amount of product (1.0 means a 100% yield; for example, 0.34 means a 34% yield). (1) The reactants are Cl.[NH2:2][C:3]1[C:8]([OH:9])=[CH:7][CH:6]=[CH:5][C:4]=1[OH:10].[C:11](OC)(OC)(OC)C. The catalyst is S(=O)(=O)(O)O. The product is [O:9]1[C:8]2=[CH:7][CH:6]=[CH:5][C:4]([OH:10])=[C:3]2[N:2]=[CH:11]1. The yield is 0.510. (2) The reactants are [H-].[Na+].C(OP([CH2:11][C:12]([O:14][CH2:15][CH3:16])=[O:13])(OCC)=O)C.[N:17]1[S:18][CH:19]=[C:20]2[C:25]([CH:26]=O)=[CH:24][CH:23]=[CH:22][C:21]=12.O. The catalyst is O1CCCC1. The product is [N:17]1[S:18][CH:19]=[C:20]2[C:25](/[CH:26]=[CH:11]/[C:12]([O:14][CH2:15][CH3:16])=[O:13])=[CH:24][CH:23]=[CH:22][C:21]=12. The yield is 0.850.